Predict the reactants needed to synthesize the given product. From a dataset of Full USPTO retrosynthesis dataset with 1.9M reactions from patents (1976-2016). (1) Given the product [F:10][C:7]1[CH:8]=[CH:9][C:4]([C:2](=[O:3])/[CH:1]=[CH:18]/[C:17]2[CH:20]=[CH:21][C:14]([N+:11]([O-:13])=[O:12])=[CH:15][CH:16]=2)=[CH:5][CH:6]=1, predict the reactants needed to synthesize it. The reactants are: [CH3:1][C:2]([C:4]1[CH:9]=[CH:8][C:7]([F:10])=[CH:6][CH:5]=1)=[O:3].[N+:11]([C:14]1[CH:21]=[CH:20][C:17]([CH:18]=O)=[CH:16][CH:15]=1)([O-:13])=[O:12].[OH-].[K+]. (2) Given the product [C:1]1(=[O:24])[C:13]2[C:5]([C:6]3[C:11]([CH:12]=2)=[CH:10][CH:9]=[CH:8][CH:7]=3)=[CH:4][CH:3]=[CH:2]1, predict the reactants needed to synthesize it. The reactants are: [CH:1]1[C:13]2[C:12](=O)[C:11]3[C:6](=[CH:7][CH:8]=[CH:9][CH:10]=3)[C:5]=2[C:4](C(Cl)=O)=[CH:3][CH:2]=1.C(OCCO)(=O)C1C=CC(C(OCCO)=[O:24])=CC=1.C(N(CC)CC)C.